Dataset: Catalyst prediction with 721,799 reactions and 888 catalyst types from USPTO. Task: Predict which catalyst facilitates the given reaction. (1) Reactant: [Cl:1][C:2]1[CH:7]=[C:6]([CH2:8][C:9]2[C:14](=[O:15])[NH:13][C:12]([CH3:16])=[N:11][C:10]=2[CH2:17][CH2:18][CH3:19])[CH:5]=[CH:4][C:3]=1[C:20]1[C:21]([C:26]#[N:27])=[CH:22][CH:23]=[CH:24][CH:25]=1.[CH3:28][C:29]1([CH3:41])[CH2:33][C:32]2[CH:34]=[C:35](B(O)O)[CH:36]=[CH:37][C:31]=2[O:30]1.C([N:44](CC)CC)C.N1C=CC=CC=1.[C:55]([O:58]CC)(=[O:57])C. Product: [Cl:1][C:2]1[CH:7]=[C:6]([CH2:8][C:9]2[C:14](=[O:15])[N:13]([C:35]3[CH:36]=[CH:37][C:31]4[O:30][C:29]([CH3:41])([CH3:28])[CH2:33][C:32]=4[CH:34]=3)[C:12]([CH3:16])=[N:11][C:10]=2[CH2:17][CH2:18][CH3:19])[CH:5]=[CH:4][C:3]=1[C:20]1[CH:25]=[CH:24][CH:23]=[CH:22][C:21]=1[C:26]1[NH:44][C:55](=[O:57])[O:58][N:27]=1. The catalyst class is: 221. (2) Reactant: C(=O)([O-])[O-].[Cs+].[Cs+].Br[C:8]1[C:16]2[C:11](=[CH:12][CH:13]=[CH:14][CH:15]=2)[N:10]([CH2:17][C:18]2[CH:23]=[CH:22][C:21]([C:24]([F:27])([F:26])[F:25])=[CH:20][CH:19]=2)[N:9]=1.[C:28]1(B(O)O)[CH:33]=[CH:32][CH:31]=[CH:30][CH:29]=1. Product: [C:28]1([C:8]2[C:16]3[C:11](=[CH:12][CH:13]=[CH:14][CH:15]=3)[N:10]([CH2:17][C:18]3[CH:23]=[CH:22][C:21]([C:24]([F:27])([F:26])[F:25])=[CH:20][CH:19]=3)[N:9]=2)[CH:33]=[CH:32][CH:31]=[CH:30][CH:29]=1. The catalyst class is: 75.